The task is: Predict the product of the given reaction.. This data is from Forward reaction prediction with 1.9M reactions from USPTO patents (1976-2016). (1) Given the reactants [C:1]([C:3]1[C:4]([C:13]2[C:21]3[C:16](=[N:17][CH:18]=[C:19]([NH:22][C:23](=[O:32])[O:24][CH2:25][C:26]4[CH:31]=[CH:30][CH:29]=[CH:28][CH:27]=4)[CH:20]=3)[N:15]([S:33]([C:36]3[CH:42]=[CH:41][C:39]([CH3:40])=[CH:38][CH:37]=3)(=[O:35])=[O:34])[CH:14]=2)=[N:5][C:6](S(C)(=O)=O)=[N:7][CH:8]=1)#[N:2].[CH:43]([NH2:46])([CH3:45])[CH3:44].CCN(C(C)C)C(C)C, predict the reaction product. The product is: [C:1]([C:3]1[C:4]([C:13]2[C:21]3[C:16](=[N:17][CH:18]=[C:19]([NH:22][C:23](=[O:32])[O:24][CH2:25][C:26]4[CH:31]=[CH:30][CH:29]=[CH:28][CH:27]=4)[CH:20]=3)[N:15]([S:33]([C:36]3[CH:42]=[CH:41][C:39]([CH3:40])=[CH:38][CH:37]=3)(=[O:35])=[O:34])[CH:14]=2)=[N:5][C:6]([NH:46][CH:43]([CH3:45])[CH3:44])=[N:7][CH:8]=1)#[N:2]. (2) Given the reactants [F:1][C:2]([F:22])([F:21])[C:3]1[C:8]([CH2:9]O)=[CH:7][N:6]=[C:5]([C:11]2[CH:16]=[CH:15][C:14]([C:17]([F:20])([F:19])[F:18])=[CH:13][CH:12]=2)[N:4]=1.S(Cl)([Cl:25])=O, predict the reaction product. The product is: [Cl:25][CH2:9][C:8]1[C:3]([C:2]([F:22])([F:21])[F:1])=[N:4][C:5]([C:11]2[CH:16]=[CH:15][C:14]([C:17]([F:20])([F:19])[F:18])=[CH:13][CH:12]=2)=[N:6][CH:7]=1. (3) The product is: [ClH:51].[ClH:51].[CH3:28][O:29][C:30]1[CH:31]=[C:32]([C@H:36]([NH:38][C@@H:39]2[CH2:43][CH2:42][NH:41][CH2:40]2)[CH3:37])[CH:33]=[CH:34][CH:35]=1. Given the reactants C(C1C=CC(N2CC[C@H](N[C@@H](C3C4C(=CC=CC=4)C=CC=3)C)C2)=CC=1)(=O)C.[CH3:28][O:29][C:30]1[CH:31]=[C:32]([C@H:36]([NH:38][CH:39]2[CH2:43][CH2:42][N:41](C(OC(C)(C)C)=O)[CH2:40]2)[CH3:37])[CH:33]=[CH:34][CH:35]=1.[ClH:51], predict the reaction product.